Dataset: Full USPTO retrosynthesis dataset with 1.9M reactions from patents (1976-2016). Task: Predict the reactants needed to synthesize the given product. (1) Given the product [NH2:12][C:13]1[C:22]([NH2:23])=[C:21]2[C:16]([C:17](=[O:43])[CH:18]=[C:19]([C:26]3[CH:27]=[C:28]([F:42])[C:29]([N:33]([CH2:35][C:36]4[CH:37]=[CH:38][CH:39]=[CH:40][CH:41]=4)[CH3:34])=[C:30]([F:32])[CH:31]=3)[O:20]2)=[CH:15][CH:14]=1.[NH2:12][C:13]1[C:22]([NH2:23])=[C:21]2[C:16]([C:17](=[O:43])[CH:18]=[C:19]([C:26]3[CH:31]=[CH:30][CH:29]=[CH:28][CH:27]=3)[O:20]2)=[CH:15][CH:14]=1, predict the reactants needed to synthesize it. The reactants are: [NH4+].[Cl-].C(O)C.C1COCC1.O.[NH2:12][C:13]1[C:22]([N+:23]([O-])=O)=[C:21]2[C:16]([C:17](=[O:43])[CH:18]=[C:19]([C:26]3[CH:31]=[C:30]([F:32])[C:29]([N:33]([CH2:35][C:36]4[CH:41]=[CH:40][CH:39]=[CH:38][CH:37]=4)[CH3:34])=[C:28]([F:42])[CH:27]=3)[O:20]2)=[CH:15][CH:14]=1. (2) Given the product [Si:15]([O:32][C@@H:33]1[CH2:38][CH2:37][C@@H:36]([OH:39])[C@@H:35]([F:40])[CH2:34]1)([C:28]([CH3:31])([CH3:29])[CH3:30])([C:22]1[CH:27]=[CH:26][CH:25]=[CH:24][CH:23]=1)[C:16]1[CH:17]=[CH:18][CH:19]=[CH:20][CH:21]=1, predict the reactants needed to synthesize it. The reactants are: CCC(C)[BH-](C(C)CC)C(C)CC.[Li+].[Si:15]([O:32][C@@H:33]1[CH2:38][CH2:37][C:36](=[O:39])[C@@H:35]([F:40])[CH2:34]1)([C:28]([CH3:31])([CH3:30])[CH3:29])([C:22]1[CH:27]=[CH:26][CH:25]=[CH:24][CH:23]=1)[C:16]1[CH:21]=[CH:20][CH:19]=[CH:18][CH:17]=1.OO.[O-]S([O-])=O.[Na+].[Na+]. (3) Given the product [NH2:8][C:5]1[O:6][CH2:7][C:2]([F:1])([F:19])[C@@:3]2([C:17]3[C:12](=[CH:13][CH:14]=[C:15]([NH:18][C:27](=[O:28])[C:24]4[CH:23]=[CH:22][C:21]([Cl:20])=[CH:26][N:25]=4)[CH:16]=3)[O:11][CH2:10][CH2:9]2)[N:4]=1, predict the reactants needed to synthesize it. The reactants are: [F:1][C:2]1([F:19])[CH2:7][O:6][C:5]([NH2:8])=[N:4][C@@:3]21[C:17]1[C:12](=[CH:13][CH:14]=[C:15]([NH2:18])[CH:16]=1)[O:11][CH2:10][CH2:9]2.[Cl:20][C:21]1[CH:22]=[CH:23][C:24]([C:27](O)=[O:28])=[N:25][CH:26]=1. (4) Given the product [Cl:1][C:2]1[CH:7]=[CH:6][CH:5]=[CH:4][C:3]=1[O:8][CH2:9][C@H:10]([CH3:13])[CH2:11][N:28]1[CH2:29][CH2:30][CH:25]([C:21]2[CH:20]=[C:19]([NH:18][C:16](=[O:17])[CH:15]([CH3:14])[CH3:31])[CH:24]=[CH:23][CH:22]=2)[CH2:26][CH2:27]1, predict the reactants needed to synthesize it. The reactants are: [Cl:1][C:2]1[CH:7]=[CH:6][CH:5]=[CH:4][C:3]=1[O:8][CH2:9][C@H:10]([CH3:13])[CH2:11]Cl.[CH3:14][CH:15]([CH3:31])[C:16]([NH:18][C:19]1[CH:24]=[CH:23][CH:22]=[C:21]([CH:25]2[CH2:30][CH2:29][NH:28][CH2:27][CH2:26]2)[CH:20]=1)=[O:17]. (5) Given the product [Cl:2][C:3]1[CH:4]=[C:5]2[C:9](=[CH:10][CH:11]=1)[NH:8][CH:7]=[C:6]2[CH2:12][CH2:13][NH:14][C:48]([C:24]1[CH:25]=[C:26]([CH:27]2[CH2:28][CH2:44][CH2:43][CH2:45][CH2:54]2)[O:22][N:23]=1)=[O:50], predict the reactants needed to synthesize it. The reactants are: Cl.[Cl:2][C:3]1[CH:4]=[C:5]2[C:9](=[CH:10][CH:11]=1)[NH:8][CH:7]=[C:6]2[CH2:12][CH2:13][NH2:14].CN(C([O:22][N:23]1N=N[C:25]2[CH:26]=[CH:27][CH:28]=N[C:24]1=2)=[N+](C)C)C.F[P-](F)(F)(F)(F)F.C(N(CC)[CH:43]([CH3:45])[CH3:44])(C)C.[C:48](OCC)(=[O:50])C.[CH3:54]N(C=O)C. (6) Given the product [OH:26][C@H:10]([CH2:9][C:4]1[CH:5]=[CH:6][CH:7]=[CH:8][C:3]=1[C:2]([F:15])([F:16])[F:1])[C:11]([O:13][CH3:14])=[O:12], predict the reactants needed to synthesize it. The reactants are: [F:1][C:2]([F:16])([F:15])[C:3]1[CH:8]=[CH:7][CH:6]=[CH:5][C:4]=1/[CH:9]=[CH:10]/[C:11]([O:13][CH3:14])=[O:12].C(O)(=[O:26])C=CC1C=CC=CC=1. (7) The reactants are: [CH2:1]([NH:8][C:9]([C:11]1[S:12][C:13]([C:17]([NH:19][NH2:20])=[NH:18])=[CH:14][C:15]=1[CH3:16])=[O:10])[C:2]1[CH:7]=[CH:6][CH:5]=[CH:4][CH:3]=1.[CH:21](O)=O. Given the product [CH2:1]([NH:8][C:9]([C:11]1[S:12][C:13]([C:17]2[N:18]=[CH:21][NH:20][N:19]=2)=[CH:14][C:15]=1[CH3:16])=[O:10])[C:2]1[CH:7]=[CH:6][CH:5]=[CH:4][CH:3]=1, predict the reactants needed to synthesize it. (8) Given the product [N:1]([C:2]1[CH:3]=[C:4]([C:11]([OH:13])=[O:12])[CH:5]=[C:6]([CH:10]=1)[C:7]([OH:9])=[O:8])=[N+:19]=[N-:20], predict the reactants needed to synthesize it. The reactants are: [NH2:1][C:2]1[CH:3]=[C:4]([C:11]([OH:13])=[O:12])[CH:5]=[C:6]([CH:10]=1)[C:7]([OH:9])=[O:8].Cl.N([O-])=O.[Na+].[N-:19]=[N+:20]=[N-].[Na+]. (9) Given the product [CH3:31][S:28]([C:26]1[CH:27]=[C:22]([O:21][CH2:20][CH2:19][CH2:18][CH2:17][CH2:16][CH2:15][C:11]2[C:10]([CH2:42][CH2:43][C:44]([OH:46])=[O:45])=[C:9]([CH:14]=[CH:13][CH:12]=2)[O:8][CH2:7][CH2:6][CH2:5][C:4]([OH:49])=[O:3])[CH:23]=[C:24]([C:32]2[CH:33]=[CH:34][C:35]([S:38]([CH3:41])(=[O:40])=[O:39])=[CH:36][CH:37]=2)[CH:25]=1)(=[O:30])=[O:29], predict the reactants needed to synthesize it. The reactants are: C([O:3][C:4](=[O:49])[CH2:5][CH2:6][CH2:7][O:8][C:9]1[CH:14]=[CH:13][CH:12]=[C:11]([CH2:15][CH2:16][CH2:17][CH2:18][CH2:19][CH2:20][O:21][C:22]2[CH:23]=[C:24]([C:32]3[CH:37]=[CH:36][C:35]([S:38]([CH3:41])(=[O:40])=[O:39])=[CH:34][CH:33]=3)[CH:25]=[C:26]([S:28]([CH3:31])(=[O:30])=[O:29])[CH:27]=2)[C:10]=1[CH2:42][CH2:43][C:44]([O:46]CC)=[O:45])C.[OH-].[Na+].